This data is from Forward reaction prediction with 1.9M reactions from USPTO patents (1976-2016). The task is: Predict the product of the given reaction. (1) Given the reactants C(OC([N:8]1[CH2:16][C:15]2[C:10](=[CH:11][CH:12]=[C:13]([O:17][CH:18]3[CH2:23][CH2:22][O:21][CH2:20][CH2:19]3)[CH:14]=2)[CH2:9]1)=O)(C)(C)C.[F:24][C:25]([F:30])([F:29])[C:26]([OH:28])=[O:27], predict the reaction product. The product is: [F:24][C:25]([F:30])([F:29])[C:26]([OH:28])=[O:27].[O:21]1[CH2:22][CH2:23][CH:18]([O:17][C:13]2[CH:14]=[C:15]3[C:10](=[CH:11][CH:12]=2)[CH2:9][NH:8][CH2:16]3)[CH2:19][CH2:20]1. (2) Given the reactants [Br:1]CCCCCCCCO[C:11]1[C:20](=[O:21])[C:19]2[C:14](=[CH:15][CH:16]=[CH:17][CH:18]=2)[O:13][C:12]=1[C:22]1[CH:27]=[CH:26][C:25]([O:28][CH2:29][C:30]2[CH:35]=[CH:34][CH:33]=[CH:32][CH:31]=2)=[C:24](OCC2C=CC=CC=2)[CH:23]=1.[Br-].C(O[C:53]1[CH:54]=[C:55](C=CC=1OCC1C=CC=CC=1)[C:56]1OC2C(C(=O)[C:65]=1[CH2:66][CH2:67][CH2:68][N+:69]([CH3:72])([CH3:71])[CH3:70])=CC=CC=2)C1C=CC=CC=1.[CH2:85]([OH:87])[CH3:86], predict the reaction product. The product is: [Br-:1].[CH2:85]([O:87][C:24]1[CH:23]=[C:22]([CH:27]=[CH:26][C:25]=1[O:28][CH2:29][C:30]1[CH:31]=[CH:32][CH:33]=[CH:34][CH:35]=1)[C:12]1[O:13][C:14]2[C:15]([C:20](=[O:21])[C:11]=1[CH2:53][CH2:54][CH2:55][CH2:56][CH2:65][CH2:66][CH2:67][CH2:68][N+:69]([CH3:70])([CH3:72])[CH3:71])=[CH:16][CH:17]=[CH:18][CH:19]=2)[C:86]1[CH:19]=[CH:20][CH:11]=[CH:12][CH:22]=1. (3) Given the reactants [Br-].[CH:2]1([CH2:5][P+](C2C=CC=CC=2)(C2C=CC=CC=2)C2C=CC=CC=2)[CH2:4][CH2:3]1.C([Li])CCC.Cl[C:31]1[C:32]2[N:33]([CH:37]=[C:38]([C:40]3[CH:45]=[CH:44][C:43]([F:46])=[CH:42][C:41]=3[F:47])[N:39]=2)[CH:34]=[CH:35][N:36]=1.C([O-])([O-])=O.[Na+].[Na+], predict the reaction product. The product is: [CH:2]1([CH2:5][C:31]2[C:32]3[N:33]([CH:37]=[C:38]([C:40]4[CH:45]=[CH:44][C:43]([F:46])=[CH:42][C:41]=4[F:47])[N:39]=3)[CH:34]=[CH:35][N:36]=2)[CH2:4][CH2:3]1. (4) Given the reactants [OH:1][CH2:2][C:3](=O)[CH3:4].[O:6]1[CH2:11][CH2:10][CH2:9][CH2:8][CH:7]1[O:12][NH2:13].C(O)(=O)C, predict the reaction product. The product is: [O:6]1[CH2:11][CH2:10][CH2:9][CH2:8][CH:7]1[O:12]/[N:13]=[C:3](\[CH3:4])/[CH2:2][OH:1]. (5) Given the reactants [CH2:1]1[CH2:10][O:9][C:8]2[CH:7]=[CH:6][C:5]([NH:11][C:12]3[N:17]=[C:16]([NH:18][C:19]4[CH:24]=[CH:23][C:22]5[O:25][CH2:26][CH2:27][O:28][C:21]=5[CH:20]=4)[C:15](Br)=[CH:14][N:13]=3)=[CH:4][C:3]=2[O:2]1.[C:30]1(B(O)O)[CH:35]=[CH:34][CH:33]=[CH:32][CH:31]=1, predict the reaction product. The product is: [CH2:1]1[CH2:10][O:9][C:8]2[CH:7]=[CH:6][C:5]([NH:11][C:12]3[N:17]=[C:16]([NH:18][C:19]4[CH:24]=[CH:23][C:22]5[O:25][CH2:26][CH2:27][O:28][C:21]=5[CH:20]=4)[C:15]([C:30]4[CH:35]=[CH:34][CH:33]=[CH:32][CH:31]=4)=[CH:14][N:13]=3)=[CH:4][C:3]=2[O:2]1. (6) The product is: [C:28]([C:20]1[CH:19]=[C:18]([CH:23]=[CH:22][C:21]=1[O:24][CH:25]([CH3:26])[CH3:27])[C:39]([O:42][CH3:32])=[O:40])#[N:29]. Given the reactants BrCC(C1C=CC(C[C@H](NC(=O)[C:18]2[CH:23]=[CH:22][C:21]([O:24][CH:25]([CH3:27])[CH3:26])=[C:20]([C:28]#[N:29])[CH:19]=2)CCO)=CC=1)=O.N[C:32]1C(C)=CC=CN=1.[C:39]([O-:42])(O)=[O:40].[Na+], predict the reaction product. (7) Given the reactants [C:1]([O-:4])(=[S:3])[CH3:2].[K+].[O:6]1[CH2:11][CH2:10][CH:9](OS(C2C=CC(C)=CC=2)(=O)=O)[CH2:8][CH2:7]1, predict the reaction product. The product is: [O:6]1[CH2:11][CH2:10][CH:9]([S:3][C:1](=[O:4])[CH3:2])[CH2:8][CH2:7]1.